Dataset: Full USPTO retrosynthesis dataset with 1.9M reactions from patents (1976-2016). Task: Predict the reactants needed to synthesize the given product. (1) The reactants are: C([O:4][C:5]1[CH:10]=[C:9]([C:11]#[N:12])[C:8](Br)=[C:7]([C:14]#[N:15])[C:6]=1[O:16]C(=O)C)(=O)C.[CH2:20]([C:22]1[CH:23]=[C:24](B(O)O)[CH:25]=[CH:26][CH:27]=1)[CH3:21]. Given the product [CH2:20]([C:22]1[CH:27]=[C:26]([C:8]2[C:7]([C:14]#[N:15])=[C:6]([OH:16])[C:5]([OH:4])=[CH:10][C:9]=2[C:11]#[N:12])[CH:25]=[CH:24][CH:23]=1)[CH3:21], predict the reactants needed to synthesize it. (2) Given the product [C:1]([C:3]1[N:11]=[CH:10][C:9]2[N:8]([CH2:12][O:13][CH2:14][CH2:15][Si:16]([CH3:19])([CH3:18])[CH3:17])[C:7]3[N:20]=[CH:21][CH:22]=[C:23]([N:24]4[CH2:28][CH2:27][C@H:26]([N:29]([CH2:40][CH3:41])[C:30](=[O:36])[O:31][C:32]([CH3:33])([CH3:35])[CH3:34])[CH2:25]4)[C:6]=3[C:5]=2[CH:4]=1)#[N:2], predict the reactants needed to synthesize it. The reactants are: [C:1]([C:3]1[N:11]=[CH:10][C:9]2[N:8]([CH2:12][O:13][CH2:14][CH2:15][Si:16]([CH3:19])([CH3:18])[CH3:17])[C:7]3[N:20]=[CH:21][CH:22]=[C:23]([N:24]4[CH2:28][CH2:27][C@H:26]([NH:29][C:30](=[O:36])[O:31][C:32]([CH3:35])([CH3:34])[CH3:33])[CH2:25]4)[C:6]=3[C:5]=2[CH:4]=1)#[N:2].[H-].[Na+].I[CH2:40][CH3:41].